From a dataset of Full USPTO retrosynthesis dataset with 1.9M reactions from patents (1976-2016). Predict the reactants needed to synthesize the given product. (1) Given the product [Br:1][C:2]1[CH:7]=[C:6]([Cl:8])[CH:5]=[CH:4][C:3]=1[O:9][CH2:11][CH2:12][F:13], predict the reactants needed to synthesize it. The reactants are: [Br:1][C:2]1[CH:7]=[C:6]([Cl:8])[CH:5]=[CH:4][C:3]=1[OH:9].Br[CH2:11][CH2:12][F:13].C(=O)([O-])[O-].[K+].[K+]. (2) Given the product [S:19]1[C:23]2[CH:24]=[CH:25][CH:26]=[CH:27][C:22]=2[N:21]=[C:20]1[O:28][C:29]1[CH:36]=[CH:35][C:32]([CH2:33][N:6]2[CH2:7][C@@H:2]3[CH2:8][C@H:5]2[CH2:4][N:3]3[C:9]([NH2:11])=[O:10])=[CH:31][CH:30]=1, predict the reactants needed to synthesize it. The reactants are: Cl.[C@H:2]12[CH2:8][C@H:5]([NH:6][CH2:7]1)[CH2:4][N:3]2[C:9]([NH2:11])=[O:10].CCN(CC)CC.[S:19]1[C:23]2[CH:24]=[CH:25][CH:26]=[CH:27][C:22]=2[N:21]=[C:20]1[O:28][C:29]1[CH:36]=[CH:35][C:32]([CH:33]=O)=[CH:31][CH:30]=1.C(O[BH-](OC(=O)C)OC(=O)C)(=O)C.[Na+]. (3) Given the product [Br:20][C:21]1[CH:26]=[C:25]([C:27]([F:30])([F:29])[F:28])[CH:24]=[CH:23][C:22]=1[C:31]1[CH:40]=[CH:39][CH:38]=[C:37]2[C:32]=1[CH2:33][CH2:34][N:35]([S:14]([NH:6][C:5]1[S:1][N:2]=[CH:3][N:4]=1)(=[O:16])=[O:15])[CH2:36]2, predict the reactants needed to synthesize it. The reactants are: [S:1]1[C:5]([NH2:6])=[N:4][CH:3]=[N:2]1.C(N(CC)CC)C.[S:14](Cl)(Cl)(=[O:16])=[O:15].Cl.[Br:20][C:21]1[CH:26]=[C:25]([C:27]([F:30])([F:29])[F:28])[CH:24]=[CH:23][C:22]=1[C:31]1[CH:40]=[CH:39][CH:38]=[C:37]2[C:32]=1[CH2:33][CH2:34][NH:35][CH2:36]2.C(O)(=O)CC(CC(O)=O)(C(O)=O)O. (4) Given the product [CH3:17][N:1]1[C:5]2[CH:6]=[CH:7][CH:8]=[CH:9][C:4]=2[N:3]=[C:2]1[C:10]1[CH:15]=[CH:14][CH:13]=[CH:12][C:11]=1[NH2:16], predict the reactants needed to synthesize it. The reactants are: [NH:1]1[C:5]2[CH:6]=[CH:7][CH:8]=[CH:9][C:4]=2[N:3]=[C:2]1[C:10]1[CH:15]=[CH:14][CH:13]=[CH:12][C:11]=1[NH2:16].[CH2:17]([Li])CCC.CI. (5) The reactants are: [C:1]1([CH3:15])[CH:6]=[CH:5][CH:4]=[CH:3][C:2]=1[NH:7][C:8]1[C:9]([NH2:14])=[CH:10][CH:11]=[CH:12][CH:13]=1.[S:16](N)(N)(=[O:18])=[O:17]. Given the product [CH3:15][C:1]1[CH:6]=[CH:5][CH:4]=[CH:3][C:2]=1[N:7]1[C:8]2[CH:13]=[CH:12][CH:11]=[CH:10][C:9]=2[NH:14][S:16]1(=[O:18])=[O:17], predict the reactants needed to synthesize it. (6) Given the product [Br:8][C:9]1[CH:14]=[C:13]([Cl:15])[CH:12]=[CH:11][C:10]=1[S:16][CH2:17][C:18]([O:20][CH3:1])=[O:19], predict the reactants needed to synthesize it. The reactants are: [CH3:1][Si](C=[N+]=[N-])(C)C.[Br:8][C:9]1[CH:14]=[C:13]([Cl:15])[CH:12]=[CH:11][C:10]=1[S:16][CH2:17][C:18]([OH:20])=[O:19].